Dataset: Reaction yield outcomes from USPTO patents with 853,638 reactions. Task: Predict the reaction yield, written as a fraction of the theoretical maximum amount of product (1.0 means a 100% yield; for example, 0.34 means a 34% yield). (1) The reactants are BrC1SC2C=C(C(OCC)=O)C=CC=2N=1.FC1(F)CCNCC1.C([O-])([O-])=O.[Cs+].[Cs+].[F:30][C:31]1([F:51])[CH2:36][CH2:35][N:34]([C:37]2[S:38][C:39]3[CH:45]=[C:44]([C:46]([O:48]CC)=[O:47])[CH:43]=[CH:42][C:40]=3[N:41]=2)[CH2:33][CH2:32]1.Cl. The catalyst is CC#N.O. The product is [F:51][C:31]1([F:30])[CH2:36][CH2:35][N:34]([C:37]2[S:38][C:39]3[CH:45]=[C:44]([C:46]([OH:48])=[O:47])[CH:43]=[CH:42][C:40]=3[N:41]=2)[CH2:33][CH2:32]1. The yield is 0.990. (2) The reactants are [F:1][C:2]1[CH:3]=[C:4]([CH:8]=[CH:9][C:10]=1[N+:11]([O-:13])=[O:12])[C:5](O)=[O:6].CCN=C=NCCCN(C)C.CN1CCOCC1.Cl.[CH3:33][O:34][NH:35][CH3:36]. The catalyst is Cl.C(Cl)Cl. The product is [F:1][C:2]1[CH:3]=[C:4]([CH:8]=[CH:9][C:10]=1[N+:11]([O-:13])=[O:12])[C:5]([N:35]([O:34][CH3:33])[CH3:36])=[O:6]. The yield is 0.830.